This data is from Reaction yield outcomes from USPTO patents with 853,638 reactions. The task is: Predict the reaction yield, written as a fraction of the theoretical maximum amount of product (1.0 means a 100% yield; for example, 0.34 means a 34% yield). (1) The reactants are [NH2:1][C:2]1[CH:7]=[C:6]([Cl:8])[CH:5]=[CH:4][C:3]=1[S:9][CH2:10][C:11]1[CH:16]=[CH:15][N:14]=[C:13]([NH:17][C:18](=[O:24])[O:19][C:20]([CH3:23])([CH3:22])[CH3:21])[CH:12]=1.[O:25]1[C:29]2[CH:30]=[CH:31][CH:32]=[CH:33][C:28]=2[CH:27]=[C:26]1[S:34](Cl)(=[O:36])=[O:35]. The catalyst is N1C=CC=CC=1. The product is [O:25]1[C:29]2[CH:30]=[CH:31][CH:32]=[CH:33][C:28]=2[CH:27]=[C:26]1[S:34]([NH:1][C:2]1[CH:7]=[C:6]([Cl:8])[CH:5]=[CH:4][C:3]=1[S:9][CH2:10][C:11]1[CH:16]=[CH:15][N:14]=[C:13]([NH:17][C:18](=[O:24])[O:19][C:20]([CH3:21])([CH3:23])[CH3:22])[CH:12]=1)(=[O:36])=[O:35]. The yield is 0.560. (2) The reactants are [CH3:1][C:2]([C:4]1[CH:9]=[C:8]([F:10])[CH:7]=[C:6]([F:11])[CH:5]=1)=[O:3].[Se](=O)=[O:13]. No catalyst specified. The product is [F:11][C:6]1[CH:5]=[C:4]([C:2](=[O:3])[CH:1]=[O:13])[CH:9]=[C:8]([F:10])[CH:7]=1. The yield is 0.840. (3) The reactants are [F:1][C:2]1([F:30])[CH2:7][CH2:6][CH:5]([CH2:8][C@H:9]([NH:22]C(=O)OC(C)(C)C)[CH2:10][N:11]([CH3:21])[C:12]([O:14][CH2:15][CH2:16][Si:17]([CH3:20])([CH3:19])[CH3:18])=[O:13])[CH2:4][CH2:3]1.C1(C)C(S(O)(=O)=O)=CC=CC=1. The catalyst is CCOCC.CCO. The product is [NH2:22][C@@H:9]([CH2:8][CH:5]1[CH2:4][CH2:3][C:2]([F:30])([F:1])[CH2:7][CH2:6]1)[CH2:10][N:11]([CH3:21])[C:12](=[O:13])[O:14][CH2:15][CH2:16][Si:17]([CH3:19])([CH3:20])[CH3:18]. The yield is 0.760. (4) The reactants are CS([O:5][CH2:6][C:7]1[N:11]([C:12]2[CH:17]=[CH:16][C:15]([C:18]([NH:20][CH2:21][CH3:22])=[O:19])=[CH:14][CH:13]=2)[N:10]=[N:9][C:8]=1[C:23]([NH:25][CH:26]1[CH2:28][CH2:27]1)=[O:24])(=O)=O.C(=O)([O-])[O-].[K+].[K+].[F:35][CH:36]([F:39])[CH2:37]O. The catalyst is C(#N)C.C(OCC)(=O)C. The product is [CH:26]1([NH:25][C:23]([C:8]2[N:9]=[N:10][N:11]([C:12]3[CH:17]=[CH:16][C:15]([C:18]([NH:20][CH2:21][CH3:22])=[O:19])=[CH:14][CH:13]=3)[C:7]=2[CH2:6][O:5][CH2:37][CH:36]([F:39])[F:35])=[O:24])[CH2:28][CH2:27]1. The yield is 0.830. (5) The reactants are [C:1]1([CH:8]=[CH:7][CH:6]=[C:4]([OH:5])[CH:3]=1)[OH:2].C(O)(=O)C.[N+:13]([O-])([OH:15])=[O:14]. The catalyst is C(Cl)(Cl)Cl.C(O)(=O)C. The product is [N+:13]([C:6]1[CH:7]=[CH:8][C:1]([OH:2])=[CH:3][C:4]=1[OH:5])([O-:15])=[O:14]. The yield is 0.520. (6) The reactants are [F:1][C:2]1[CH:7]=[CH:6][C:5]([C:8]2[N:9]([C:23]3[CH:28]=[CH:27][N:26]=[C:25]([NH:29][CH:30]4[CH2:34][CH2:33][CH2:32][CH2:31]4)[N:24]=3)[C:10]3[C:11]([N:22]=2)=[N:12][C:13]([C:16]2[CH:21]=[CH:20][N:19]=[CH:18][CH:17]=2)=[CH:14][CH:15]=3)=[CH:4][CH:3]=1. The catalyst is CC(O)=O.[Pd]. The product is [F:1][C:2]1[CH:7]=[CH:6][C:5]([C:8]2[N:9]([C:23]3[CH:28]=[CH:27][N:26]=[C:25]([NH:29][CH:30]4[CH2:34][CH2:33][CH2:32][CH2:31]4)[N:24]=3)[C:10]3[C:11]([N:22]=2)=[N:12][C:13]([CH:16]2[CH2:21][CH2:20][NH:19][CH2:18][CH2:17]2)=[CH:14][CH:15]=3)=[CH:4][CH:3]=1. The yield is 0.650. (7) The reactants are [F:1][C:2]1[CH:23]=[CH:22][C:5]([CH:6]=[C:7]2[C:16](=O)[C:15]3[C:10](=[CH:11][C:12]([C:18]([O:20]C)=[O:19])=[CH:13][CH:14]=3)[O:9][CH2:8]2)=[CH:4][CH:3]=1.Cl.[Cl:25][C:26]1[CH:33]=[C:32]([NH:34][NH2:35])[CH:31]=[CH:30][C:27]=1[C:28]#[N:29].O1CCCC1. No catalyst specified. The product is [Cl:25][C:26]1[CH:33]=[C:32]([N:34]2[CH:6]([C:5]3[CH:4]=[CH:3][C:2]([F:1])=[CH:23][CH:22]=3)[CH:7]3[CH2:8][O:9][C:10]4[CH:11]=[C:12]([C:18]([OH:20])=[O:19])[CH:13]=[CH:14][C:15]=4[C:16]3=[N:35]2)[CH:31]=[CH:30][C:27]=1[C:28]#[N:29]. The yield is 0.180. (8) The reactants are [C:1]([C:4]1[C:9]([NH:10][C:11]([C:13]2[S:14][CH:15]=[C:16]([CH:18]3[CH2:20][CH2:19]3)[N:17]=2)=O)=[C:8]([Cl:21])[C:7]([O:22][CH3:23])=[CH:6][CH:5]=1)(=[O:3])[CH3:2].C(C1N=C(C2C=C(O)C3C(=CC(OC)=CC=3)N=2)SC=1)(C)C. No catalyst specified. The product is [Cl:21][C:8]1[C:7]([O:22][CH3:23])=[CH:6][CH:5]=[C:4]2[C:9]=1[N:10]=[C:11]([C:13]1[S:14][CH:15]=[C:16]([CH:18]3[CH2:20][CH2:19]3)[N:17]=1)[CH:2]=[C:1]2[OH:3]. The yield is 0.840. (9) The reactants are C[O:2][C:3](=[O:25])[CH:4]([C:11]1[CH:16]=[CH:15][C:14]([C:17]#[C:18][C:19]2[CH:24]=[CH:23][CH:22]=[CH:21][N:20]=2)=[CH:13][CH:12]=1)[CH2:5][CH:6]1[CH2:10][CH2:9][CH2:8][CH2:7]1.[OH-].[Li+]. The catalyst is CO.O.O1CCCC1. The product is [CH:6]1([CH2:5][CH:4]([C:11]2[CH:12]=[CH:13][C:14]([C:17]#[C:18][C:19]3[CH:24]=[CH:23][CH:22]=[CH:21][N:20]=3)=[CH:15][CH:16]=2)[C:3]([OH:25])=[O:2])[CH2:10][CH2:9][CH2:8][CH2:7]1. The yield is 0.980.